This data is from CYP2C9 inhibition data for predicting drug metabolism from PubChem BioAssay. The task is: Regression/Classification. Given a drug SMILES string, predict its absorption, distribution, metabolism, or excretion properties. Task type varies by dataset: regression for continuous measurements (e.g., permeability, clearance, half-life) or binary classification for categorical outcomes (e.g., BBB penetration, CYP inhibition). Dataset: cyp2c9_veith. (1) The molecule is CNc1nc(-c2cccc(NS(C)(=O)=O)c2)nc2ccccc12. The result is 0 (non-inhibitor). (2) The drug is N#Cc1ccc(-c2ccc(F)cc2)nc1Sc1ccc(F)cc1. The result is 0 (non-inhibitor).